This data is from NCI-60 drug combinations with 297,098 pairs across 59 cell lines. The task is: Regression. Given two drug SMILES strings and cell line genomic features, predict the synergy score measuring deviation from expected non-interaction effect. (1) Synergy scores: CSS=52.0, Synergy_ZIP=-1.94, Synergy_Bliss=-3.14, Synergy_Loewe=-24.5, Synergy_HSA=-0.621. Drug 2: B(C(CC(C)C)NC(=O)C(CC1=CC=CC=C1)NC(=O)C2=NC=CN=C2)(O)O. Drug 1: C1C(C(OC1N2C=NC3=C2NC=NCC3O)CO)O. Cell line: MALME-3M. (2) Cell line: SK-OV-3. Drug 1: CC12CCC(CC1=CCC3C2CCC4(C3CC=C4C5=CN=CC=C5)C)O. Drug 2: COC1=C(C=C2C(=C1)N=CN=C2NC3=CC(=C(C=C3)F)Cl)OCCCN4CCOCC4. Synergy scores: CSS=49.8, Synergy_ZIP=8.66, Synergy_Bliss=9.99, Synergy_Loewe=0.603, Synergy_HSA=9.98. (3) Drug 1: CC1C(C(CC(O1)OC2CC(OC(C2O)C)OC3=CC4=CC5=C(C(=O)C(C(C5)C(C(=O)C(C(C)O)O)OC)OC6CC(C(C(O6)C)O)OC7CC(C(C(O7)C)O)OC8CC(C(C(O8)C)O)(C)O)C(=C4C(=C3C)O)O)O)O. Drug 2: CCN(CC)CCCC(C)NC1=C2C=C(C=CC2=NC3=C1C=CC(=C3)Cl)OC. Cell line: MCF7. Synergy scores: CSS=22.6, Synergy_ZIP=-4.40, Synergy_Bliss=-1.21, Synergy_Loewe=-10.6, Synergy_HSA=0.591. (4) Drug 1: C(CCl)NC(=O)N(CCCl)N=O. Drug 2: CC12CCC3C(C1CCC2OP(=O)(O)O)CCC4=C3C=CC(=C4)OC(=O)N(CCCl)CCCl.[Na+]. Cell line: SNB-19. Synergy scores: CSS=4.65, Synergy_ZIP=1.61, Synergy_Bliss=5.70, Synergy_Loewe=-0.794, Synergy_HSA=1.26. (5) Drug 1: CC1=C(C(CCC1)(C)C)C=CC(=CC=CC(=CC(=O)O)C)C. Drug 2: CCC1(C2=C(COC1=O)C(=O)N3CC4=CC5=C(C=CC(=C5CN(C)C)O)N=C4C3=C2)O.Cl. Cell line: NCI-H226. Synergy scores: CSS=28.2, Synergy_ZIP=-6.21, Synergy_Bliss=1.91, Synergy_Loewe=-28.1, Synergy_HSA=3.87. (6) Drug 1: CS(=O)(=O)C1=CC(=C(C=C1)C(=O)NC2=CC(=C(C=C2)Cl)C3=CC=CC=N3)Cl. Drug 2: CC(CN1CC(=O)NC(=O)C1)N2CC(=O)NC(=O)C2. Cell line: NCI-H322M. Synergy scores: CSS=10.0, Synergy_ZIP=-1.05, Synergy_Bliss=3.31, Synergy_Loewe=2.33, Synergy_HSA=2.52. (7) Drug 1: C1=CN(C(=O)N=C1N)C2C(C(C(O2)CO)O)O.Cl. Drug 2: C1CC(=O)NC(=O)C1N2C(=O)C3=CC=CC=C3C2=O. Cell line: HS 578T. Synergy scores: CSS=28.1, Synergy_ZIP=45.8, Synergy_Bliss=51.8, Synergy_Loewe=21.9, Synergy_HSA=13.7. (8) Drug 1: CC(CN1CC(=O)NC(=O)C1)N2CC(=O)NC(=O)C2. Drug 2: CC1=C(N=C(N=C1N)C(CC(=O)N)NCC(C(=O)N)N)C(=O)NC(C(C2=CN=CN2)OC3C(C(C(C(O3)CO)O)O)OC4C(C(C(C(O4)CO)O)OC(=O)N)O)C(=O)NC(C)C(C(C)C(=O)NC(C(C)O)C(=O)NCCC5=NC(=CS5)C6=NC(=CS6)C(=O)NCCC[S+](C)C)O. Cell line: MCF7. Synergy scores: CSS=29.0, Synergy_ZIP=0.204, Synergy_Bliss=5.23, Synergy_Loewe=3.44, Synergy_HSA=3.25. (9) Drug 1: C1=CC(=CC=C1CCC2=CNC3=C2C(=O)NC(=N3)N)C(=O)NC(CCC(=O)O)C(=O)O. Drug 2: CCN(CC)CCNC(=O)C1=C(NC(=C1C)C=C2C3=C(C=CC(=C3)F)NC2=O)C. Cell line: OVCAR3. Synergy scores: CSS=26.7, Synergy_ZIP=3.53, Synergy_Bliss=2.65, Synergy_Loewe=-11.7, Synergy_HSA=-0.597.